Predict the product of the given reaction. From a dataset of Forward reaction prediction with 1.9M reactions from USPTO patents (1976-2016). (1) Given the reactants [F:1][C:2]([F:19])([F:18])[C:3]1[CH:8]=[CH:7][C:6]([S:9]([N:12]2[CH2:17][CH2:16][NH:15][CH2:14][CH2:13]2)(=[O:11])=[O:10])=[CH:5][CH:4]=1.C1C=CC2N(O)N=NC=2C=1.O.CN(C(ON1N=NC2C=CC=CC1=2)=[N+](C)C)C.F[P-](F)(F)(F)(F)F.[CH3:55][C:56]1[CH:57]=[N:58][C:59]2[N:60]([N:62]=[CH:63][C:64]=2[C:65](O)=[O:66])[CH:61]=1.CCN(C(C)C)C(C)C, predict the reaction product. The product is: [CH3:55][C:56]1[CH:57]=[N:58][C:59]2[N:60]([N:62]=[CH:63][C:64]=2[C:65]([N:15]2[CH2:16][CH2:17][N:12]([S:9]([C:6]3[CH:5]=[CH:4][C:3]([C:2]([F:1])([F:18])[F:19])=[CH:8][CH:7]=3)(=[O:10])=[O:11])[CH2:13][CH2:14]2)=[O:66])[CH:61]=1. (2) Given the reactants [C:1]([NH:5][S:6]([C:9]1[CH:14]=[CH:13][CH:12]=[C:11]([C:15]2[N:23]3[C:18]([CH:19]=[N:20][C:21](SC)=[N:22]3)=[CH:17][CH:16]=2)[CH:10]=1)(=[O:8])=[O:7])([CH3:4])([CH3:3])[CH3:2].[CH2:26]1[N:31]([C:32]2[CH:37]=[CH:36][C:35]([NH2:38])=[CH:34][CH:33]=2)[CH2:30][CH2:29][O:28][CH2:27]1.C(N(CC)C(C)C)(C)C.COCC(O)C, predict the reaction product. The product is: [C:1]([NH:5][S:6]([C:9]1[CH:14]=[CH:13][CH:12]=[C:11]([C:15]2[N:23]3[C:18]([CH:19]=[N:20][C:21]([NH:38][C:35]4[CH:34]=[CH:33][C:32]([N:31]5[CH2:26][CH2:27][O:28][CH2:29][CH2:30]5)=[CH:37][CH:36]=4)=[N:22]3)=[CH:17][CH:16]=2)[CH:10]=1)(=[O:8])=[O:7])([CH3:4])([CH3:3])[CH3:2].